From a dataset of Catalyst prediction with 721,799 reactions and 888 catalyst types from USPTO. Predict which catalyst facilitates the given reaction. (1) Reactant: C(=O)([O-])[O-].[Cs+].[Cs+].[S:7]1[C:11]2[CH:12]=[CH:13][CH:14]=[CH:15][C:10]=2[N:9]=[C:8]1[NH:16][C:17]1[CH:22]=[CH:21][C:20]([OH:23])=[CH:19][CH:18]=1.F[C:25]1[C:30]([CH:31]2[CH2:35][N:34]([CH3:36])[C:33](=[O:37])[CH2:32]2)=[CH:29][CH:28]=[CH:27][N:26]=1. Product: [S:7]1[C:11]2[CH:12]=[CH:13][CH:14]=[CH:15][C:10]=2[N:9]=[C:8]1[NH:16][C:17]1[CH:22]=[CH:21][C:20]([O:23][C:25]2[C:30]([CH:31]3[CH2:35][N:34]([CH3:36])[C:33](=[O:37])[CH2:32]3)=[CH:29][CH:28]=[CH:27][N:26]=2)=[CH:19][CH:18]=1. The catalyst class is: 37. (2) Reactant: Br[C:2]1[N:7]=[C:6]([Br:8])[CH:5]=[CH:4][N:3]=1.[CH3:9][N:10]([CH3:15])[S:11]([NH2:14])(=[O:13])=[O:12].C(=O)([O-])[O-].[Cs+].[Cs+].CC1(C)C2C(=C(P(C3C=CC=CC=3)C3C=CC=CC=3)C=CC=2)OC2C(P(C3C=CC=CC=3)C3C=CC=CC=3)=CC=CC1=2. Product: [Br:8][C:6]1[CH:5]=[CH:4][N:3]=[C:2]([NH:14][S:11]([N:10]([CH3:15])[CH3:9])(=[O:13])=[O:12])[N:7]=1. The catalyst class is: 102.